From a dataset of Full USPTO retrosynthesis dataset with 1.9M reactions from patents (1976-2016). Predict the reactants needed to synthesize the given product. (1) Given the product [SnH3:22][SH:12]1[C:11]([C:1]#[C:2][CH2:3][CH2:4][CH2:5][CH2:6][CH2:7][CH2:8][CH2:9][CH3:10])=[CH:15][CH:14]=[CH:13]1, predict the reactants needed to synthesize it. The reactants are: [C:1]([C:11]1[S:12][CH:13]=[CH:14][CH:15]=1)#[C:2][CH2:3][CH2:4][CH2:5][CH2:6][CH2:7][CH2:8][CH2:9][CH3:10].C([Li])CCC.C[Sn:22](Cl)(C)C.[Li]. (2) Given the product [Cl:1][C:2]1[C:7]2[N:8]([CH2:18][CH2:19][CH3:20])[C:9]([C:11]3[N:12]=[N:13][C:14]([NH:29][C:26]4[CH:27]=[CH:28][C:23]([O:22][CH3:21])=[CH:24][CH:25]=4)=[CH:15][CH:16]=3)=[N:10][C:6]=2[CH:5]=[CH:4][CH:3]=1, predict the reactants needed to synthesize it. The reactants are: [Cl:1][C:2]1[C:7]2[N:8]([CH2:18][CH2:19][CH3:20])[C:9]([C:11]3[N:12]=[N:13][C:14](Cl)=[CH:15][CH:16]=3)=[N:10][C:6]=2[CH:5]=[CH:4][CH:3]=1.[CH3:21][O:22][C:23]1[CH:28]=[CH:27][C:26]([NH2:29])=[CH:25][CH:24]=1. (3) Given the product [Cl:1][C:2]1[CH:3]=[C:4]([C@H:8]([N:10]2[CH:14]=[CH:13][O:12][C:11]2=[O:16])[CH3:9])[CH:5]=[CH:6][CH:7]=1, predict the reactants needed to synthesize it. The reactants are: [Cl:1][C:2]1[CH:3]=[C:4]([C@H:8]([N:10]2[C:14](=O)[CH2:13][O:12][C:11]2=[O:16])[CH3:9])[CH:5]=[CH:6][CH:7]=1.[BH4-].[Na+].CC(C)=O.CS(Cl)(=O)=O. (4) Given the product [C:22]([O:21][C:19](=[O:20])[NH:1][C:2]1[CH:7]=[CH:6][CH:5]=[CH:4][C:3]=1[CH2:8][OH:9])([CH3:25])([CH3:24])[CH3:23], predict the reactants needed to synthesize it. The reactants are: [NH2:1][C:2]1[CH:7]=[CH:6][CH:5]=[CH:4][C:3]=1[CH2:8][OH:9].C(N(CC)C(C)C)(C)C.[C:19](O[C:19]([O:21][C:22]([CH3:25])([CH3:24])[CH3:23])=[O:20])([O:21][C:22]([CH3:25])([CH3:24])[CH3:23])=[O:20].